Dataset: Catalyst prediction with 721,799 reactions and 888 catalyst types from USPTO. Task: Predict which catalyst facilitates the given reaction. (1) Reactant: Cl[C:2]1[C:11]2[C:6](=[CH:7][CH:8]=[CH:9][CH:10]=2)[C:5]([C:12]2[CH:21]=[CH:20][C:15]([C:16]([O:18][CH3:19])=[O:17])=[CH:14][CH:13]=2)=[N:4][N:3]=1.Cl.[CH3:23][N:24]([CH3:39])[CH2:25][CH2:26][NH:27][C:28]1[CH:33]=[C:32]([C:34]([F:37])([F:36])[F:35])[CH:31]=[C:30]([NH2:38])[CH:29]=1. Product: [CH3:23][N:24]([CH3:39])[CH2:25][CH2:26][NH:27][C:28]1[CH:29]=[C:30]([NH:38][C:2]2[C:11]3[C:6](=[CH:7][CH:8]=[CH:9][CH:10]=3)[C:5]([C:12]3[CH:21]=[CH:20][C:15]([C:16]([O:18][CH3:19])=[O:17])=[CH:14][CH:13]=3)=[N:4][N:3]=2)[CH:31]=[C:32]([C:34]([F:35])([F:36])[F:37])[CH:33]=1. The catalyst class is: 8. (2) Reactant: Cl[CH2:2][CH2:3][CH2:4][CH2:5][N:6]1[C:10]2[CH:11]=[CH:12][CH:13]=[CH:14][C:9]=2[N:8]=[CH:7]1.[CH3:15][C:16]1[CH:21]=[CH:20][C:19]([N:22]2[CH2:27][CH2:26][NH:25][CH2:24][CH2:23]2)=[CH:18][CH:17]=1.C(N(C(C)C)CC)(C)C.[I-].[K+]. Product: [CH3:15][C:16]1[CH:17]=[CH:18][C:19]([N:22]2[CH2:27][CH2:26][N:25]([CH2:2][CH2:3][CH2:4][CH2:5][N:6]3[C:10]4[CH:11]=[CH:12][CH:13]=[CH:14][C:9]=4[N:8]=[CH:7]3)[CH2:24][CH2:23]2)=[CH:20][CH:21]=1. The catalyst class is: 10. (3) Reactant: [F:1][C:2]1[N:7]=[CH:6][C:5]([NH:8][CH3:9])=[CH:4][CH:3]=1.C([Mg]Cl)(C)C.[CH:15]([C:18]1[NH:22][N:21]=[C:20]([NH:23][C:24]2[C:25]3[CH2:41][CH2:40][CH2:39][C:26]=3[N:27]=[C:28]([N:30]3[CH2:34][CH2:33][CH2:32][C@@H:31]3[C:35](OC)=[O:36])[N:29]=2)[CH:19]=1)([CH3:17])[CH3:16]. Product: [F:1][C:2]1[N:7]=[CH:6][C:5]([N:8]([CH3:9])[C:35]([C@H:31]2[CH2:32][CH2:33][CH2:34][N:30]2[C:28]2[N:29]=[C:24]([NH:23][C:20]3[CH:19]=[C:18]([CH:15]([CH3:17])[CH3:16])[NH:22][N:21]=3)[C:25]3[CH2:41][CH2:40][CH2:39][C:26]=3[N:27]=2)=[O:36])=[CH:4][CH:3]=1. The catalyst class is: 1. (4) The catalyst class is: 522. Product: [C@H:1]1([O:12][C@H:13]2[C@H:18]([OH:19])[C@@H:17]([CH2:27][O:28][C@H:29]3[O:37][C@H:36]([CH2:38][OH:39])[C@@H:34]([OH:35])[C@H:32]([OH:33])[C@@H:30]3[OH:31])[O:16][C@@H:15]([O:40][CH2:41][CH2:42][NH2:43])[C@@H:14]2[OH:54])[O:9][C@H:8]([CH2:10][OH:11])[C@@H:6]([OH:7])[C@H:4]([OH:5])[C@@H:2]1[OH:3]. Reactant: [C@H:1]1([O:12][C@H:13]2[C@H:18]([O:19]CC3C=CC=CC=3)[C@@H:17]([CH2:27][O:28][C@H:29]3[O:37][C@H:36]([CH2:38][OH:39])[C@@H:34]([OH:35])[C@H:32]([OH:33])[C@@H:30]3[OH:31])[O:16][C@@H:15]([O:40][CH2:41][CH2:42][NH:43]C(=O)OCC3C=CC=CC=3)[C@@H:14]2[OH:54])[O:9][C@H:8]([CH2:10][OH:11])[C@@H:6]([OH:7])[C@H:4]([OH:5])[C@@H:2]1[OH:3]. (5) Reactant: Cl.Cl.C(OC([N:13]1[CH2:21][C:20]2[C:15](=[CH:16][CH:17]=[C:18]([CH2:22][N:23]3[CH2:28][CH2:27][N:26]([CH3:29])[CH2:25][CH2:24]3)[CH:19]=2)[CH2:14]1)=O)C1C=CC=CC=1.[H][H]. Product: [CH3:29][N:26]1[CH2:27][CH2:28][N:23]([CH2:22][C:18]2[CH:19]=[C:20]3[C:15](=[CH:16][CH:17]=2)[CH2:14][NH:13][CH2:21]3)[CH2:24][CH2:25]1. The catalyst class is: 50.